From a dataset of Forward reaction prediction with 1.9M reactions from USPTO patents (1976-2016). Predict the product of the given reaction. (1) Given the reactants [NH2:1][C:2]1[CH:7]=[N:6][C:5](Br)=[CH:4][N:3]=1.[Na].[CH3:10][SH:11].C(=O)([O-])O.[Na+], predict the reaction product. The product is: [NH2:1][C:2]1[CH:7]=[N:6][C:5]([S:11][CH3:10])=[CH:4][N:3]=1. (2) Given the reactants [CH2:1]([O:3][C:4]1[CH:9]=[CH:8][N:7]([C:10]2[CH:15]=[CH:14][C:13]([F:16])=[CH:12][CH:11]=2)[C:6](=[O:17])[C:5]=1[C:18](Cl)=[O:19])[CH3:2].[Cl:21][C:22]1[C:23]([O:30][C:31]2[CH:36]=[CH:35][N:34]=[CH:33][C:32]=2[C:37]2[CH:38]=[N:39][N:40]([CH3:42])[CH:41]=2)=[CH:24][C:25]([F:29])=[C:26]([NH2:28])[CH:27]=1, predict the reaction product. The product is: [Cl:21][C:22]1[C:23]([O:30][C:31]2[CH:36]=[CH:35][N:34]=[CH:33][C:32]=2[C:37]2[CH:38]=[N:39][N:40]([CH3:42])[CH:41]=2)=[CH:24][C:25]([F:29])=[C:26]([NH:28][C:18]([C:5]2[C:6](=[O:17])[N:7]([C:10]3[CH:15]=[CH:14][C:13]([F:16])=[CH:12][CH:11]=3)[CH:8]=[CH:9][C:4]=2[O:3][CH2:1][CH3:2])=[O:19])[CH:27]=1. (3) Given the reactants [CH3:1][C:2]1([CH3:25])[O:6][CH:5]([CH2:7][O:8][C:9]2[CH:14]=[CH:13][C:12](B3OC(C)(C)C(C)(C)O3)=[C:11]([CH3:24])[CH:10]=2)[CH2:4][O:3]1.Br[C:27]1[C:28]2[CH:35]=[C:34]([O:36][CH2:37][C:38]3[CH:43]=[CH:42][C:41]([C@@H:44]([C:51]#[C:52][CH3:53])[CH2:45][C:46]([O:48][CH2:49][CH3:50])=[O:47])=[CH:40][CH:39]=3)[CH:33]=[CH:32][C:29]=2[S:30][CH:31]=1.C([O-])([O-])=O.[Cs+].[Cs+], predict the reaction product. The product is: [CH3:25][C:2]1([CH3:1])[O:6][CH:5]([CH2:7][O:8][C:9]2[CH:14]=[CH:13][C:12]([C:27]3[C:28]4[CH:35]=[C:34]([O:36][CH2:37][C:38]5[CH:43]=[CH:42][C:41]([C@@H:44]([C:51]#[C:52][CH3:53])[CH2:45][C:46]([O:48][CH2:49][CH3:50])=[O:47])=[CH:40][CH:39]=5)[CH:33]=[CH:32][C:29]=4[S:30][CH:31]=3)=[C:11]([CH3:24])[CH:10]=2)[CH2:4][O:3]1. (4) Given the reactants CC1(C)C(C)(C)OB([C:9]2[CH:14]=[CH:13][CH:12]=[CH:11][C:10]=2[OH:15])O1.Br[C:18]1[CH:23]=[CH:22][CH:21]=[CH:20][N:19]=1.C([O-])([O-])=O.[K+].[K+].C(COC)OC, predict the reaction product. The product is: [OH:15][C:10]1[CH:11]=[CH:12][CH:13]=[CH:14][C:9]=1[C:18]1[CH:23]=[CH:22][CH:21]=[CH:20][N:19]=1. (5) Given the reactants [CH2:1]([C:3]1[NH:4][C:5]([CH3:14])=[CH:6][C:7](=O)[C:8]=1[C:9](=[O:12])[CH2:10][CH3:11])[CH3:2].P(Cl)(Cl)([Cl:17])=O, predict the reaction product. The product is: [Cl:17][C:7]1[CH:6]=[C:5]([CH3:14])[N:4]=[C:3]([CH2:1][CH3:2])[C:8]=1[C:9](=[O:12])[CH2:10][CH3:11]. (6) Given the reactants [CH2:1]([C:3]([C:21]1[CH:26]=[C:25]([CH3:27])[C:24]([OH:28])=[C:23]([CH3:29])[CH:22]=1)([C:6]1[CH:11]=[CH:10][C:9](/[CH:12]=[CH:13]/[C:14]([CH2:18][CH3:19])([OH:17])[CH2:15][CH3:16])=[C:8]([CH3:20])[CH:7]=1)[CH2:4][CH3:5])[CH3:2].[C:30]([O-])([O-])=O.[K+].[K+].[C:36]([O:39][CH2:40][CH3:41])(=[O:38])[CH3:37], predict the reaction product. The product is: [CH2:1]([C:3]([C:21]1[CH:22]=[C:23]([CH3:29])[C:24]([O:28][CH2:41][C@H:40]2[O:39][C:36](=[O:38])[CH2:37][CH2:30]2)=[C:25]([CH3:27])[CH:26]=1)([C:6]1[CH:11]=[CH:10][C:9](/[CH:12]=[CH:13]/[C:14]([CH2:15][CH3:16])([OH:17])[CH2:18][CH3:19])=[C:8]([CH3:20])[CH:7]=1)[CH2:4][CH3:5])[CH3:2]. (7) The product is: [CH2:34]([C@@H:36]1[N:42]([C:7]([CH:4]2[CH2:3][CH2:2][O:1][CH2:6][CH2:5]2)=[O:9])[CH2:41][C:40]2[CH:43]=[CH:44][C:45]([C:47]([O:49][CH3:50])=[O:48])=[CH:46][C:39]=2[O:38][CH2:37]1)[CH3:35]. Given the reactants [O:1]1[CH2:6][CH2:5][CH:4]([C:7]([OH:9])=O)[CH2:3][CH2:2]1.CN(C(ON1N=NC2C=CC=NC1=2)=[N+](C)C)C.F[P-](F)(F)(F)(F)F.[CH2:34]([C@@H:36]1[NH:42][CH2:41][C:40]2[CH:43]=[CH:44][C:45]([C:47]([O:49][CH3:50])=[O:48])=[CH:46][C:39]=2[O:38][CH2:37]1)[CH3:35].CCN(C(C)C)C(C)C, predict the reaction product.